Dataset: Reaction yield outcomes from USPTO patents with 853,638 reactions. Task: Predict the reaction yield, written as a fraction of the theoretical maximum amount of product (1.0 means a 100% yield; for example, 0.34 means a 34% yield). (1) The reactants are [CH3:1][C:2]1([C:8]([C:10]2[C:18]3[C:13](=[N:14][CH:15]=[C:16]([C:19]4[CH:24]=[CH:23][CH:22]=[C:21]([N:25]5[CH2:30][CH2:29][NH:28][CH2:27][CH2:26]5)[CH:20]=4)[N:17]=3)[NH:12][CH:11]=2)=[O:9])[CH2:7][CH2:6][CH2:5][CH2:4][CH2:3]1.N1(O)C2C=CC=CC=2N=N1.[C:41]([CH2:43][C:44](O)=[O:45])#[N:42].Cl.CN(C)CCCN=C=NCC. The catalyst is C(Cl)Cl. The product is [CH3:1][C:2]1([C:8]([C:10]2[C:18]3[C:13](=[N:14][CH:15]=[C:16]([C:19]4[CH:20]=[C:21]([N:25]5[CH2:30][CH2:29][N:28]([C:44](=[O:45])[CH2:43][C:41]#[N:42])[CH2:27][CH2:26]5)[CH:22]=[CH:23][CH:24]=4)[N:17]=3)[NH:12][CH:11]=2)=[O:9])[CH2:7][CH2:6][CH2:5][CH2:4][CH2:3]1. The yield is 0.560. (2) The reactants are Cl[C:2]1[CH:7]=[C:6]2[NH:8][C:9](=[O:34])[C:10]3([CH:15](C4C=CC=C(Cl)C=4)[CH2:14][C:13](=O)[NH:12][CH:11]3C3C=CC=CC=3C(F)(F)F)[C:5]2=[CH:4][CH:3]=1.[BH4-].[Na+]. The catalyst is CO. The product is [NH:12]1[CH2:13][CH2:14][CH2:15][C:10]2([C:5]3[C:6](=[CH:7][CH:2]=[CH:3][CH:4]=3)[NH:8][C:9]2=[O:34])[CH2:11]1. The yield is 0.130. (3) The reactants are [C:1]1([C:7]2[C:11]3[CH2:12][NH:13][CH2:14][CH2:15][C:10]=3[NH:9][N:8]=2)[CH:6]=[CH:5][CH:4]=[CH:3][CH:2]=1.[C:16]1([CH:22]([NH2:24])[CH3:23])[CH:21]=[CH:20][CH:19]=[CH:18][CH:17]=1.C1N=CN([C:30](N2C=NC=C2)=[O:31])C=1.O. The catalyst is C(Cl)Cl. The product is [C:1]1([C:7]2[C:11]3[CH2:12][N:13]([C:30]([NH:24][CH:22]([C:16]4[CH:21]=[CH:20][CH:19]=[CH:18][CH:17]=4)[CH3:23])=[O:31])[CH2:14][CH2:15][C:10]=3[NH:9][N:8]=2)[CH:2]=[CH:3][CH:4]=[CH:5][CH:6]=1. The yield is 0.272.